Task: Predict the reactants needed to synthesize the given product.. Dataset: Full USPTO retrosynthesis dataset with 1.9M reactions from patents (1976-2016) (1) Given the product [NH2:1][C:2]1[N:7]=[C:6]([NH:8][CH2:9][CH2:10][CH2:11][N:12]2[CH2:16][CH2:15][CH2:14][C:13]2=[O:17])[CH:5]=[C:4]([C:22]2[CH:23]=[CH:24][CH:25]=[CH:26][C:21]=2[C:20]([F:31])([F:30])[F:19])[N:3]=1, predict the reactants needed to synthesize it. The reactants are: [NH2:1][C:2]1[N:7]=[C:6]([NH:8][CH2:9][CH2:10][CH2:11][N:12]2[CH2:16][CH2:15][CH2:14][C:13]2=[O:17])[CH:5]=[C:4](Cl)[N:3]=1.[F:19][C:20]([F:31])([F:30])[C:21]1[CH:26]=[CH:25][CH:24]=[CH:23][C:22]=1B(O)O.C(=O)([O-])[O-].[K+].[K+]. (2) The reactants are: [NH:1]1[CH2:6][CH2:5][CH:4]([NH:7][C:8](=[O:14])[O:9][C:10]([CH3:13])([CH3:12])[CH3:11])[CH2:3][CH2:2]1.[CH3:15][C:16]1[CH:21]=[CH:20][C:19]([CH2:22][CH2:23]O)=[CH:18][CH:17]=1.C(=O)([O-])[O-].[K+].[K+]. Given the product [CH3:15][C:16]1[CH:21]=[CH:20][C:19]([CH2:22][CH2:23][N:1]2[CH2:2][CH2:3][CH:4]([NH:7][C:8](=[O:14])[O:9][C:10]([CH3:11])([CH3:13])[CH3:12])[CH2:5][CH2:6]2)=[CH:18][CH:17]=1, predict the reactants needed to synthesize it. (3) The reactants are: [OH:1]/[N:2]=[C:3](/[C:5]1[CH:10]=[CH:9][C:8]([NH:11][C:12]([N:14]2[CH2:22][C:21]3[C:16](=[CH:17][CH:18]=[CH:19][CH:20]=3)[CH2:15]2)=[O:13])=[CH:7][CH:6]=1)\[NH2:4].[C:23](O)(=O)[CH2:24][CH2:25][CH3:26].O.ON1C2C=CC=CC=2N=N1.CN1CCOCC1.Cl.CN(C)CCCN=C=NCC. Given the product [CH2:24]([C:23]1[O:1][N:2]=[C:3]([C:5]2[CH:10]=[CH:9][C:8]([NH:11][C:12]([N:14]3[CH2:15][C:16]4[C:21](=[CH:20][CH:19]=[CH:18][CH:17]=4)[CH2:22]3)=[O:13])=[CH:7][CH:6]=2)[N:4]=1)[CH2:25][CH3:26], predict the reactants needed to synthesize it. (4) Given the product [F:1][C:2]1[CH:20]=[CH:19][C:5]2[N:6]=[C:7]([N:39]3[CH2:40][CH2:41][N:36]([CH3:35])[CH2:37][CH2:38]3)[C:8]3[C:13]4[CH2:14][CH2:15][CH2:16][CH2:17][C:12]=4[S:11][C:9]=3[S:10][C:4]=2[CH:3]=1, predict the reactants needed to synthesize it. The reactants are: [F:1][C:2]1[CH:20]=[CH:19][C:5]2[NH:6][C:7](=O)[C:8]3[C:13]4[CH2:14][CH2:15][CH2:16][CH2:17][C:12]=4[S:11][C:9]=3[S:10][C:4]=2[CH:3]=1.P(Cl)(Cl)(Cl)=O.CN(C)C1C=CC=CC=1.[CH3:35][N:36]1[CH2:41][CH2:40][NH:39][CH2:38][CH2:37]1. (5) Given the product [Cl:18][C:12]1[CH:13]=[C:14]([Cl:17])[CH:15]=[CH:16][C:11]=1[C:9]1[C:8]([CH2:19][N:20]2[CH2:25][CH2:24][O:23][CH2:22][CH2:21]2)=[CH:7][N:6]=[C:5]([NH:4][CH2:3][CH2:2][NH:1][C:27]2[CH:32]=[CH:31][C:30]([N+:33]([O-:35])=[O:34])=[CH:29][N:28]=2)[N:10]=1, predict the reactants needed to synthesize it. The reactants are: [NH2:1][CH2:2][CH2:3][NH:4][C:5]1[N:10]=[C:9]([C:11]2[CH:16]=[CH:15][C:14]([Cl:17])=[CH:13][C:12]=2[Cl:18])[C:8]([CH2:19][N:20]2[CH2:25][CH2:24][O:23][CH2:22][CH2:21]2)=[CH:7][N:6]=1.Cl[C:27]1[CH:32]=[CH:31][C:30]([N+:33]([O-:35])=[O:34])=[CH:29][N:28]=1. (6) Given the product [NH2:1][C:2]1[O:3][C@H:4]2[C@@H:6]([C@:7]([C:12]3[CH:13]=[C:14]([NH:19][C:20](=[O:28])[C:21]4[CH:26]=[CH:25][C:24]([C:57]#[C:62][CH:61]5[CH2:60][CH2:59]5)=[CH:23][N:22]=4)[CH:15]=[CH:16][C:17]=3[F:18])([CH:9]([F:11])[F:10])[N:8]=1)[CH2:5]2, predict the reactants needed to synthesize it. The reactants are: [NH2:1][C:2]1[O:3][C@H:4]2[C@@H:6]([C@:7]([C:12]3[CH:13]=[C:14]([NH:19][C:20](=[O:28])[C:21]4[CH:26]=[CH:25][C:24](Cl)=[CH:23][N:22]=4)[CH:15]=[CH:16][C:17]=3[F:18])([CH:9]([F:11])[F:10])[N:8]=1)[CH2:5]2.[CH:61]1(P([CH:57]2[CH2:62][CH2:61][CH2:60][CH2:59]C2)C2C=CC=CC=2C2C(C(C)C)=CC(C(C)C)=CC=2C(C)C)[CH2:62][CH2:57]C[CH2:59][CH2:60]1.C(=O)([O-])[O-].[Cs+].[Cs+].C1(C#C)CC1.